From a dataset of hERG potassium channel inhibition data for cardiac toxicity prediction from Karim et al.. Regression/Classification. Given a drug SMILES string, predict its toxicity properties. Task type varies by dataset: regression for continuous values (e.g., LD50, hERG inhibition percentage) or binary classification for toxic/non-toxic outcomes (e.g., AMES mutagenicity, cardiotoxicity, hepatotoxicity). Dataset: herg_karim. The molecule is COc1cc(F)ccc1-c1cncc(CNCC2CC2)n1. The result is 1 (blocker).